Dataset: Drug-target binding data from BindingDB using Ki measurements. Task: Regression. Given a target protein amino acid sequence and a drug SMILES string, predict the binding affinity score between them. We predict pKi (pKi = -log10(Ki in M); higher means stronger inhibition). Dataset: bindingdb_ki. (1) The small molecule is CC(C)CCNC(=O)C(=O)[C@H](N)CC(C)C. The target protein (Q9ULA0) has sequence MQVAMNGKARKEAVQTAAKELLKFVNRSPSPFHAVAECRNRLLQAGFSELKETEKWNIKPESKYFMTRNSSTIIAFAVGGQYVPGNGFSLIGAHTDSPCLRVKRRSRRSQVGFQQVGVETYGGGIWSTWFDRDLTLAGRVIVKCPTSGRLEQQLVHVERPILRIPHLAIHLQRNINENFGPNTEMHLVPILATAIQEELEKGTPEPGPLNAVDERHHSVLMSLLCAHLGLSPKDIVEMELCLADTQPAVLGGAYDEFIFAPRLDNLHSCFCALQALIDSCAGPGSLATEPHVRMVTLYDNEEVGSESAQGAQSLLTELVLRRISASCQHPTAFEEAIPKSFMISADMAHAVHPNYLDKHEENHRPLFHKGPVIKVNSKQRYASNAVSEALIREVANKVKVPLQDLMVRNDTPCGTTIGPILASRLGLRVLDLGSPQLAMHSIREMACTTGVLQTLTLFKGFFELFPSLSHNLLVD. The pKi is 4.8. (2) The compound is O=P(O)(O)C(O)(Cn1ccnc1)P(=O)(O)O. The target protein sequence is ILFHLLKITFIDSIFFALHDNYLTPQFIFNKMNDLQIEYDYTDFINYYDKFKVIVYNVLKKLPLNDEIRKPVIEYYLNCIDYNVKKGKHIRGKILVLISSLSSAYSNIKRDSIYLLGWVVEAIQALILIADDIMDSGKFRRGAPCWYIVHGQSNAINDIFFLKMLSLSLIFELSSVFGNDIVMKIQKIYNESIFFTVLGQHLDLSYFDLSKADKISERYFSMVEMKTSRYTFYMPVFFGLTLSEIQVSSAQLNLIEAILYKLGEFYQVHNDVSDYLFNDSNADDICRFKLTWPLQKSFEIADEEMKLKISENYGKNSSLVKDCYNLLKINEHYLEYQRNALDYLIKLVKDITDDSLQKVFIHLIHQISELITNSRSNADSNNSL. The pKi is 9.8.